Predict the product of the given reaction. From a dataset of Forward reaction prediction with 1.9M reactions from USPTO patents (1976-2016). (1) The product is: [CH:1]([OH:35])=[O:2].[C:1](=[O:45])([O:35][CH2:36][CH2:41][N:63]1[CH2:62][CH2:61][O:76][CH2:65][CH2:64]1)[O:2][CH2:3][O:4][C:5]1[C:6](=[O:34])[C:7]([C:22]([NH:24][CH2:25][C:26]2[CH:31]=[CH:30][C:29]([F:32])=[CH:28][C:27]=2[F:33])=[O:23])=[CH:8][N:9]2[CH2:14][C@H:13]3[N:15]4[CH2:20][CH2:19][CH2:18][C@@H:16]4[CH2:17][N:12]3[C:11](=[O:21])[C:10]=12. Given the reactants [C:1](=[O:45])([O:35][C:36]1[CH:41]=CC([N+]([O-])=O)=CC=1)[O:2][CH2:3][O:4][C:5]1[C:6](=[O:34])[C:7]([C:22]([NH:24][CH2:25][C:26]2[CH:31]=[CH:30][C:29]([F:32])=[CH:28][C:27]=2[F:33])=[O:23])=[CH:8][N:9]2[CH2:14][C@H:13]3[N:15]4[CH2:20][CH2:19][CH2:18][C@@H:16]4[CH2:17][N:12]3[C:11](=[O:21])[C:10]=12.[Na].FC1C=C(F)C=CC=1CNC(C1C(=O)[C:61]([OH:76])=[C:62]2C(=O)N3C[C@H]4CCCN4[C@@H:65]3[CH2:64][N:63]2C=1)=O.C(=O)(OC1C=CC([N+]([O-])=O)=CC=1)OCI, predict the reaction product. (2) Given the reactants C(OC(=O)C)(=O)C.[CH2:8]([O:15][C:16]([C:18]1[CH:19]=[C:20]2[C:24](=[CH:25][CH:26]=1)[N:23]([CH2:27][CH:28]([OH:45])[CH2:29][O:30][C:31]1[CH:36]=[CH:35][C:34]([CH2:37][CH2:38][CH2:39][CH2:40][CH2:41][CH2:42][CH2:43][CH3:44])=[CH:33][CH:32]=1)[CH:22]=[C:21]2[C:46](=[O:59])[CH2:47][CH2:48][C:49]([O:51][CH2:52][C:53]1[CH:58]=[CH:57][CH:56]=[CH:55][CH:54]=1)=[O:50])=[O:17])[C:9]1[CH:14]=[CH:13][CH:12]=[CH:11][CH:10]=1.C(=O)([O-])O.[Na+].[Na+].[Cl-], predict the reaction product. The product is: [CH2:8]([O:15][C:16]([C:18]1[CH:19]=[C:20]2[C:24](=[CH:25][CH:26]=1)[N:23]([CH2:27][C:28](=[O:45])[CH2:29][O:30][C:31]1[CH:32]=[CH:33][C:34]([CH2:37][CH2:38][CH2:39][CH2:40][CH2:41][CH2:42][CH2:43][CH3:44])=[CH:35][CH:36]=1)[CH:22]=[C:21]2[C:46](=[O:59])[CH2:47][CH2:48][C:49]([O:51][CH2:52][C:53]1[CH:58]=[CH:57][CH:56]=[CH:55][CH:54]=1)=[O:50])=[O:17])[C:9]1[CH:14]=[CH:13][CH:12]=[CH:11][CH:10]=1. (3) Given the reactants [CH3:1][C:2]1([C:5]2[CH:10]=[CH:9][CH:8]=[CH:7][C:6]=2[OH:11])[CH2:4][CH2:3]1.[CH2:12]=[O:13].[Mg+2].[Cl-].[Cl-], predict the reaction product. The product is: [OH:11][C:6]1[C:5]([C:2]2([CH3:1])[CH2:4][CH2:3]2)=[CH:10][CH:9]=[CH:8][C:7]=1[CH:12]=[O:13]. (4) Given the reactants Cl[C:2]1[N:7]=[N:6][C:5]([S:8]([CH3:11])(=[O:10])=[O:9])=[C:4]([N:12]2[CH2:17][CH2:16][O:15][CH2:14][CH2:13]2)[CH:3]=1.[CH3:18][C:19]1[CH:25]=[CH:24][C:22]([NH2:23])=[CH:21][C:20]=1B1OC(C)(C)C(C)(C)O1.C(=O)([O-])[O-].[Na+].[Na+], predict the reaction product. The product is: [CH3:18][C:19]1[CH:25]=[CH:24][C:22]([NH2:23])=[CH:21][C:20]=1[C:2]1[N:7]=[N:6][C:5]([S:8]([CH3:11])(=[O:10])=[O:9])=[C:4]([N:12]2[CH2:17][CH2:16][O:15][CH2:14][CH2:13]2)[CH:3]=1. (5) Given the reactants Cl[CH:2]([CH:14]1[CH2:19][CH2:18][CH2:17][CH2:16][CH2:15]1)[C:3]1[C:7]2[CH:8]=[CH:9][CH:10]=[CH:11][C:6]=2[O:5][C:4]=1[CH2:12][CH3:13].[NH2:20][C:21]1[CH:26]=[CH:25][C:24]([C:27]([N:29]([CH3:37])[CH2:30][CH2:31][C:32]([O:34]CC)=[O:33])=[O:28])=[CH:23][CH:22]=1, predict the reaction product. The product is: [CH:14]1([CH:2]([NH:20][C:21]2[CH:22]=[CH:23][C:24]([C:27]([N:29]([CH3:37])[CH2:30][CH2:31][C:32]([OH:34])=[O:33])=[O:28])=[CH:25][CH:26]=2)[C:3]2[C:7]3[CH:8]=[CH:9][CH:10]=[CH:11][C:6]=3[O:5][C:4]=2[CH2:12][CH3:13])[CH2:19][CH2:18][CH2:17][CH2:16][CH2:15]1.